This data is from Catalyst prediction with 721,799 reactions and 888 catalyst types from USPTO. The task is: Predict which catalyst facilitates the given reaction. (1) Reactant: [C:1]([NH:4][C:5]1[C:9]([Cl:10])=[C:8](Cl)[S:7][C:6]=1[C:12]([O:14][CH3:15])=[O:13])(=[O:3])[CH3:2].C(N(CC)CC)C.[H][H]. Product: [C:1]([NH:4][C:5]1[C:9]([Cl:10])=[CH:8][S:7][C:6]=1[C:12]([O:14][CH3:15])=[O:13])(=[O:3])[CH3:2]. The catalyst class is: 43. (2) Reactant: [Cl:1][C:2]1[CH:3]=[C:4]2[C:9](=[CH:10][CH:11]=1)[CH:8]=[C:7]([S:12]([N:15]([CH2:27][C:28](=[O:31])[CH2:29][CH3:30])[C@H:16]1[CH2:20][CH2:19][N:18]([C@@H:21]([CH3:25])[C:22](O)=[O:23])[C:17]1=[O:26])(=[O:14])=[O:13])[CH:6]=[CH:5]2.Cl.CN(C)CCCN=C=NCC.C1C=CC2N(O)N=NC=2C=1.[NH:54]1[CH2:59][CH2:58][O:57][CH2:56][CH2:55]1. Product: [Cl:1][C:2]1[CH:3]=[C:4]2[C:9](=[CH:10][CH:11]=1)[CH:8]=[C:7]([S:12]([N:15]([C@H:16]1[CH2:20][CH2:19][N:18]([C@@H:21]([CH3:25])[C:22]([N:54]3[CH2:59][CH2:58][O:57][CH2:56][CH2:55]3)=[O:23])[C:17]1=[O:26])[CH2:27][C:28](=[O:31])[CH2:29][CH3:30])(=[O:13])=[O:14])[CH:6]=[CH:5]2. The catalyst class is: 347. (3) Reactant: [CH2:1]([NH:8][CH2:9][C:10]1[CH:19]=[CH:18][C:17]2[C:12](=[CH:13][CH:14]=[C:15]([O:20]C)[CH:16]=2)[CH:11]=1)[C:2]1[CH:7]=[CH:6][CH:5]=[CH:4][CH:3]=1.Br.C(O)(=O)C. Product: [CH2:1]([NH:8][CH2:9][C:10]1[CH:11]=[C:12]2[C:17](=[CH:18][CH:19]=1)[CH:16]=[C:15]([OH:20])[CH:14]=[CH:13]2)[C:2]1[CH:3]=[CH:4][CH:5]=[CH:6][CH:7]=1. The catalyst class is: 6. (4) Reactant: C([N:8]1[CH2:13][CH2:12][P:11](=[O:17])([CH:14]([CH3:16])[CH3:15])[CH2:10][CH2:9]1)C1C=CC=CC=1.C(O)C.O.O.[C:23]([OH:28])(=[O:27])[C:24]([OH:26])=[O:25]. Product: [C:23]([OH:28])(=[O:27])[C:24]([OH:26])=[O:25].[CH3:15][CH:14]([P:11]1(=[O:17])[CH2:12][CH2:13][NH:8][CH2:9][CH2:10]1)[CH3:16]. The catalyst class is: 522. (5) Reactant: [CH2:1]([N:4]1[C:9]([CH3:10])=[CH:8][C:7]([O:11][CH2:12][C:13]2[CH:18]=[CH:17][C:16]([F:19])=[CH:15][C:14]=2[F:20])=[CH:6][C:5]1=[O:21])[CH:2]=[CH2:3].O1C=CC=CC1=O.C([O-])([O-])=O.[Cs+].[Cs+].[Br-:35]. Product: [CH2:1]([N:4]1[C:9]([CH3:10])=[CH:8][C:7]([O:11][CH2:12][C:13]2[CH:18]=[CH:17][C:16]([F:19])=[CH:15][C:14]=2[F:20])=[C:6]([Br:35])[C:5]1=[O:21])[CH:2]=[CH2:3]. The catalyst class is: 3. (6) Reactant: [O:1]1CCC[CH2:2]1.Br[C:7]1[CH:12]=[CH:11][C:10]([CH:13]2[O:17][CH2:16][CH2:15][O:14]2)=[CH:9][N:8]=1.C([Li])CCC.CN(C)C=O. Product: [O:14]1[CH2:15][CH2:16][O:17][CH:13]1[C:10]1[CH:11]=[CH:12][C:7]([CH:2]=[O:1])=[N:8][CH:9]=1. The catalyst class is: 6. (7) Reactant: Br[C:2]1[CH:3]=[C:4]([NH2:12])[C:5]2[CH:6]=[N:7][N:8]([CH3:11])[C:9]=2[CH:10]=1.[CH3:13][C:14]1[CH:19]=[CH:18][C:17]([S:20]([N:23]2[C:27]3=[N:28][CH:29]=[CH:30][C:31](B(O)O)=[C:26]3[CH:25]=[CH:24]2)(=[O:22])=[O:21])=[CH:16][CH:15]=1.P([O-])([O-])([O-])=O.[K+].[K+].[K+].O1CCOCC1. Product: [CH3:11][N:8]1[C:9]2[CH:10]=[C:2]([C:31]3[CH:30]=[CH:29][N:28]=[C:27]4[N:23]([S:20]([C:17]5[CH:18]=[CH:19][C:14]([CH3:13])=[CH:15][CH:16]=5)(=[O:21])=[O:22])[CH:24]=[CH:25][C:26]=34)[CH:3]=[C:4]([NH2:12])[C:5]=2[CH:6]=[N:7]1. The catalyst class is: 263. (8) Reactant: Cl[C:2]1[N:3]=[N+:4]([O-:13])[C:5]2[CH:11]=[C:10]([OH:12])[CH:9]=[CH:8][C:6]=2[N:7]=1.C[O:15][C:16]([C:18]1[CH:23]=[CH:22][C:21](B(O)O)=[CH:20][CH:19]=1)=[O:17].C([O-])([O-])=O.[K+].[K+]. Product: [C:16]([C:18]1[CH:23]=[CH:22][C:21]([C:2]2[N:3]=[N+:4]([O-:13])[C:5]3[CH:11]=[C:10]([OH:12])[CH:9]=[CH:8][C:6]=3[N:7]=2)=[CH:20][CH:19]=1)([OH:17])=[O:15]. The catalyst class is: 70. (9) Product: [Br:1][CH2:15][C:7]1[O:6][C:5](=[O:21])[C:4]([CH3:3])=[C:9]([O:10][CH2:11][O:12][CH3:13])[C:8]=1[CH3:14]. Reactant: [Br-:1].[Na+].[CH3:3][C:4]1[C:5](=[O:21])[O:6][C:7]([CH2:15]OS(C)(=O)=O)=[C:8]([CH3:14])[C:9]=1[O:10][CH2:11][O:12][CH3:13]. The catalyst class is: 3.